This data is from Forward reaction prediction with 1.9M reactions from USPTO patents (1976-2016). The task is: Predict the product of the given reaction. (1) Given the reactants [N+:1]([C:4]1[CH:12]=[CH:11][C:10]([O:13][C:14]([F:17])([F:16])[F:15])=[CH:9][C:5]=1[C:6]([OH:8])=O)([O-:3])=[O:2].O.ON1C2C=CC=CC=2N=N1.C1(N=C=NC2CCCCC2)CCCCC1.Cl.[CH3:45][O:46][C:47](=[O:50])[CH2:48][NH2:49].C(=O)([O-])[O-].[K+].[K+], predict the reaction product. The product is: [N+:1]([C:4]1[CH:12]=[CH:11][C:10]([O:13][C:14]([F:17])([F:16])[F:15])=[CH:9][C:5]=1[C:6]([NH:49][CH2:48][C:47]([O:46][CH3:45])=[O:50])=[O:8])([O-:3])=[O:2]. (2) Given the reactants [Cl:1][C:2]1[CH:3]=[C:4]([CH:22]=[CH:23][CH:24]=1)[C:5]([NH:7][CH2:8][C:9]1[CH:14]=[CH:13][C:12]([C:15]#[N:16])=[CH:11][C:10]=1[NH:17][CH2:18][C:19]([OH:21])=O)=[O:6].[OH:25][CH2:26][CH2:27][NH:28][C:29]1[CH:34]=[CH:33][CH:32]=[CH:31][CH:30]=1, predict the reaction product. The product is: [Cl:1][C:2]1[CH:3]=[C:4]([CH:22]=[CH:23][CH:24]=1)[C:5]([NH:7][CH2:8][C:9]1[CH:14]=[CH:13][C:12]([C:15]#[N:16])=[CH:11][C:10]=1[NH:17][CH2:18][C:19](=[O:21])[N:28]([CH2:27][CH2:26][OH:25])[C:29]1[CH:34]=[CH:33][CH:32]=[CH:31][CH:30]=1)=[O:6]. (3) Given the reactants [F:1][C:2]1[CH:7]=[C:6]([F:8])[CH:5]=[CH:4][C:3]=1[NH:9][C:10](=[O:35])[NH:11][C:12]1[CH:17]=[CH:16][C:15]([C:18]2[CH:22]=[C:21]([C:23]([NH:25][CH:26]([CH:31]([CH3:33])[CH3:32])[C:27]([O:29]C)=[O:28])=[O:24])[O:20][N:19]=2)=[CH:14][C:13]=1[CH3:34].FC1C=CC=C(F)C=1NC(=O)NC1C=CC(C2C=C(C(NC(C(C)C)C(O)=O)=O)ON=2)=CC=1C, predict the reaction product. The product is: [F:1][C:2]1[CH:7]=[C:6]([F:8])[CH:5]=[CH:4][C:3]=1[NH:9][C:10](=[O:35])[NH:11][C:12]1[CH:17]=[CH:16][C:15]([C:18]2[CH:22]=[C:21]([C:23]([NH:25][CH:26]([CH:31]([CH3:32])[CH3:33])[C:27]([OH:29])=[O:28])=[O:24])[O:20][N:19]=2)=[CH:14][C:13]=1[CH3:34].